Dataset: Full USPTO retrosynthesis dataset with 1.9M reactions from patents (1976-2016). Task: Predict the reactants needed to synthesize the given product. (1) Given the product [Cl:21][C:19]1[CH:18]=[CH:17][C:16]([S:22][CH2:23][CH3:24])=[C:15]([CH:20]=1)[NH:14][N:13]1[C:11](=[O:12])[C:10]2[C:9](=[CH:28][CH:27]=[C:26]([F:29])[CH:25]=2)[N:8]=[CH:1]1, predict the reactants needed to synthesize it. The reactants are: [CH:1](OC)(OC)OC.[NH2:8][C:9]1[CH:28]=[CH:27][C:26]([F:29])=[CH:25][C:10]=1[C:11]([NH:13][NH:14][C:15]1[CH:20]=[C:19]([Cl:21])[CH:18]=[CH:17][C:16]=1[S:22][CH2:23][CH3:24])=[O:12]. (2) Given the product [NH:2]1[C:6]2[CH:7]=[CH:8][CH:9]=[CH:10][C:5]=2[N:4]=[C:3]1[C@H:11]([NH:21][C:31]([NH:30][CH:24]1[CH2:25][CH:26]2[CH2:29][CH:23]1[CH2:28][CH2:27]2)=[O:32])[CH2:12][C:13]1[CH:18]=[CH:17][C:16]([O:19][CH3:20])=[CH:15][CH:14]=1, predict the reactants needed to synthesize it. The reactants are: Cl.[NH:2]1[C:6]2[CH:7]=[CH:8][CH:9]=[CH:10][C:5]=2[N:4]=[C:3]1[C@H:11]([NH2:21])[CH2:12][C:13]1[CH:18]=[CH:17][C:16]([O:19][CH3:20])=[CH:15][CH:14]=1.Cl.[CH:23]12[CH2:29][CH:26]([CH2:27][CH2:28]1)[CH2:25][CH:24]2[NH2:30].[C:31](O)(C(F)(F)F)=[O:32]. (3) Given the product [Br:13][C:3]1[C:2]([C:11]#[N:12])=[N:1][C:10]2[NH:9][CH2:8][CH2:7][CH2:6][C:5]=2[CH:4]=1, predict the reactants needed to synthesize it. The reactants are: [N:1]1[C:10]2[NH:9][CH2:8][CH2:7][CH2:6][C:5]=2[CH:4]=[CH:3][C:2]=1[C:11]#[N:12].[Br:13]N1C(=O)CCC1=O.